This data is from Reaction yield outcomes from USPTO patents with 853,638 reactions. The task is: Predict the reaction yield, written as a fraction of the theoretical maximum amount of product (1.0 means a 100% yield; for example, 0.34 means a 34% yield). (1) The reactants are [C:1]([O:5][C:6]([N:8]1[CH2:12][C@H:11]([CH2:13][O:14][CH3:15])[CH2:10][C@H:9]1[C:16]1[NH:20][C:19]2[C:21]3[C:26]([CH:27]=[CH:28][C:18]=2[N:17]=1)=[CH:25][C:24]1[C:29]2[C:34]([CH2:35][O:36][C:23]=1[CH:22]=3)=[CH:33][C:32](Cl)=[CH:31][CH:30]=2)=[O:7])([CH3:4])([CH3:3])[CH3:2].[B:38]1([B:38]2[O:42][C:41]([CH3:44])([CH3:43])[C:40]([CH3:46])([CH3:45])[O:39]2)[O:42][C:41]([CH3:44])([CH3:43])[C:40]([CH3:46])([CH3:45])[O:39]1.C([O-])(=O)C.[K+]. The catalyst is O1CCOCC1.C(OCC)(=O)C.[Pd].C(=CC(C=CC1C=CC=CC=1)=O)C1C=CC=CC=1.C(=CC(C=CC1C=CC=CC=1)=O)C1C=CC=CC=1.C(=CC(C=CC1C=CC=CC=1)=O)C1C=CC=CC=1. The product is [CH3:15][O:14][CH2:13][C@H:11]1[CH2:12][N:8]([C:6]([O:5][C:1]([CH3:4])([CH3:2])[CH3:3])=[O:7])[C@H:9]([C:16]2[NH:20][C:19]3[C:21]4[C:26]([CH:27]=[CH:28][C:18]=3[N:17]=2)=[CH:25][C:24]2[C:29]3[C:34]([CH2:35][O:36][C:23]=2[CH:22]=4)=[CH:33][C:32]([B:38]2[O:42][C:41]([CH3:44])([CH3:43])[C:40]([CH3:46])([CH3:45])[O:39]2)=[CH:31][CH:30]=3)[CH2:10]1. The yield is 0.960. (2) The reactants are [F:1][C:2]1[CH:7]=[CH:6][C:5]([CH:8]([OH:28])[CH:9]([CH2:15][C:16]2[CH:21]=[CH:20][CH:19]=[C:18]([O:22][CH2:23][C:24]([F:27])([F:26])[F:25])[CH:17]=2)[C:10]([O:12]CC)=[O:11])=[CH:4][CH:3]=1.[OH-].[Na+].Cl. The catalyst is CO. The product is [F:1][C:2]1[CH:7]=[CH:6][C:5]([CH:8]([OH:28])[CH:9]([CH2:15][C:16]2[CH:21]=[CH:20][CH:19]=[C:18]([O:22][CH2:23][C:24]([F:26])([F:27])[F:25])[CH:17]=2)[C:10]([OH:12])=[O:11])=[CH:4][CH:3]=1. The yield is 0.880. (3) The reactants are [CH3:1][O:2][C:3](=[O:25])/[C:4](/[C:12]1[CH:17]=[CH:16][C:15]([N:18]2[C:22]([CH3:23])=[N:21][N:20]=[N:19]2)=[C:14]([Cl:24])[CH:13]=1)=[CH:5]/[CH:6]1[CH2:11][CH2:10][CH2:9][CH2:8][CH2:7]1.[BH4-].[Na+]. The product is [CH3:1][O:2][C:3](=[O:25])[CH:4]([C:12]1[CH:17]=[CH:16][C:15]([N:18]2[C:22]([CH3:23])=[N:21][N:20]=[N:19]2)=[C:14]([Cl:24])[CH:13]=1)[CH2:5][CH:6]1[CH2:7][CH2:8][CH2:9][CH2:10][CH2:11]1. The catalyst is CO.O.O.O.O.O.O.[Ni](Cl)Cl. The yield is 0.960. (4) The reactants are [C:1]([N:4]1[CH2:9][CH:8]2[C:6]([C:13]3[CH:18]=[CH:17][C:16]([N:19]4[CH2:23][CH2:22][CH2:21][C:20]4=O)=[CH:15][CH:14]=3)([CH:7]2[CH2:10][O:11][CH3:12])[CH2:5]1)(=O)[CH3:2].B(F)(F)F.CCOCC.S(C)C.CO. The catalyst is C1COCC1. The product is [CH2:1]([N:4]1[CH2:9][CH:8]2[C:6]([C:13]3[CH:18]=[CH:17][C:16]([N:19]4[CH2:23][CH2:22][CH2:21][CH2:20]4)=[CH:15][CH:14]=3)([CH:7]2[CH2:10][O:11][CH3:12])[CH2:5]1)[CH3:2]. The yield is 0.450. (5) The reactants are [CH3:1][C:2]1[C:6]([CH2:7][OH:8])=[C:5]([CH3:9])[O:4][N:3]=1.CC(OI1(OC(C)=O)(OC(C)=O)OC(=O)C2C=CC=CC1=2)=O. The catalyst is C(Cl)Cl. The product is [CH3:1][C:2]1[C:6]([CH:7]=[O:8])=[C:5]([CH3:9])[O:4][N:3]=1. The yield is 0.457. (6) The reactants are [CH:1]1([C:4]2[O:8][N:7]=[C:6]([C:9]3[C:14]([Cl:15])=[CH:13][CH:12]=[CH:11][C:10]=3[Cl:16])[C:5]=2[CH2:17][O:18][C:19]2[CH:24]=[CH:23][C:22]([C:25]3[CH:34]=[C:33]4[C:28]([CH:29]=[C:30]([C:35]([O:37]C)=[O:36])[N:31]=[CH:32]4)=[CH:27][CH:26]=3)=[CH:21][CH:20]=2)[CH2:3][CH2:2]1.O1CCCC1.[OH-].[Na+].Cl. The catalyst is CO. The product is [CH:1]1([C:4]2[O:8][N:7]=[C:6]([C:9]3[C:10]([Cl:16])=[CH:11][CH:12]=[CH:13][C:14]=3[Cl:15])[C:5]=2[CH2:17][O:18][C:19]2[CH:20]=[CH:21][C:22]([C:25]3[CH:34]=[C:33]4[C:28]([CH:29]=[C:30]([C:35]([OH:37])=[O:36])[N:31]=[CH:32]4)=[CH:27][CH:26]=3)=[CH:23][CH:24]=2)[CH2:2][CH2:3]1. The yield is 0.680. (7) The reactants are C(OC(=O)[NH:10][C:11]1[CH:16]=[N:15][C:14]([N:17]([CH2:19][CH2:20][O:21][CH3:22])[CH3:18])=[CH:13][N:12]=1)C1C=CC=CC=1. The catalyst is CO.C1COCC1.[Pd]. The product is [CH3:22][O:21][CH2:20][CH2:19][N:17]([CH3:18])[C:14]1[CH:13]=[N:12][C:11]([NH2:10])=[CH:16][N:15]=1. The yield is 1.00. (8) The reactants are [NH:1]1[C:9]2[C:4](=[CH:5][C:6]([C:10]([O:12]C)=[O:11])=[CH:7][CH:8]=2)[CH:3]=[N:2]1.[OH-].[Na+].Cl. The catalyst is CO.O. The product is [NH:1]1[C:9]2[C:4](=[CH:5][C:6]([C:10]([OH:12])=[O:11])=[CH:7][CH:8]=2)[CH:3]=[N:2]1. The yield is 0.930. (9) The reactants are [F:1][C:2]1[CH:10]=[CH:9][C:8]([C:11]([F:14])([F:13])[F:12])=[CH:7][C:3]=1[C:4](Cl)=[O:5].CCN(CC)CC.[CH3:22][CH2:23][OH:24]. The catalyst is C1COCC1. The product is [F:1][C:2]1[CH:10]=[CH:9][C:8]([C:11]([F:14])([F:13])[F:12])=[CH:7][C:3]=1[C:4]([O:24][CH2:23][CH3:22])=[O:5]. The yield is 0.920. (10) The reactants are [C:1]1(B(O)O)[CH:6]=[CH:5][CH:4]=[CH:3][CH:2]=1.Br[C:11]1[CH:12]=[C:13]([C:17]2[N:26]([C:27]3[CH:32]=[CH:31][C:30]([Cl:33])=[CH:29][CH:28]=3)[C:25](=[O:34])[C:24]3[C:19](=[CH:20][CH:21]=[CH:22][CH:23]=3)[N:18]=2)[CH:14]=[N:15][CH:16]=1. The catalyst is C([O-])([O-])=O.[Na+].[Na+].COCCOC.C1C=CC([P]([Pd]([P](C2C=CC=CC=2)(C2C=CC=CC=2)C2C=CC=CC=2)([P](C2C=CC=CC=2)(C2C=CC=CC=2)C2C=CC=CC=2)[P](C2C=CC=CC=2)(C2C=CC=CC=2)C2C=CC=CC=2)(C2C=CC=CC=2)C2C=CC=CC=2)=CC=1. The product is [Cl:33][C:30]1[CH:31]=[CH:32][C:27]([N:26]2[C:25](=[O:34])[C:24]3[C:19](=[CH:20][CH:21]=[CH:22][CH:23]=3)[N:18]=[C:17]2[C:13]2[CH:14]=[N:15][CH:16]=[C:11]([C:1]3[CH:6]=[CH:5][CH:4]=[CH:3][CH:2]=3)[CH:12]=2)=[CH:28][CH:29]=1. The yield is 0.370.